Dataset: Reaction yield outcomes from USPTO patents with 853,638 reactions. Task: Predict the reaction yield, written as a fraction of the theoretical maximum amount of product (1.0 means a 100% yield; for example, 0.34 means a 34% yield). (1) The reactants are [CH3:1][C:2]1[CH:7]=[C:6]([CH3:8])[N:5]2[N:9]=[C:10]([CH:12]=O)[N:11]=[C:4]2[N:3]=1.[CH:14]1([C:19]2([CH2:27][CH2:28][C:29]3[CH:34]=[C:33]([CH2:35][CH3:36])[CH:32]=[CH:31][C:30]=3[OH:37])[O:24][C:23](=[O:25])[CH2:22][C:21](=[O:26])[CH2:20]2)[CH2:18][CH2:17][CH2:16][CH2:15]1. The catalyst is CO. The product is [CH:14]1([C:19]2([CH2:27][CH2:28][C:29]3[CH:34]=[C:33]([CH2:35][CH3:36])[CH:32]=[CH:31][C:30]=3[OH:37])[O:24][C:23](=[O:25])[C:22]([CH2:12][C:10]3[N:11]=[C:4]4[N:3]=[C:2]([CH3:1])[CH:7]=[C:6]([CH3:8])[N:5]4[N:9]=3)=[C:21]([OH:26])[CH2:20]2)[CH2:18][CH2:17][CH2:16][CH2:15]1. The yield is 0.400. (2) The reactants are [NH2:1][C:2]1[N:7]=[C:6]([N:8]2[CH2:13][CH2:12][CH2:11][C@@H:10]([C:14]([N:16]3[CH2:20][CH2:19][CH2:18][CH2:17]3)=[O:15])[CH2:9]2)[CH:5]=[CH:4][C:3]=1[N+:21]([O-])=O.[CH:24]1([C:27]2[N:32]=[C:31]([CH:33]=O)[CH:30]=[CH:29][CH:28]=2)[CH2:26][CH2:25]1.S(S([O-])=O)([O-])=O.[Na+].[Na+].O. The catalyst is C(O)C. The product is [CH:24]1([C:27]2[N:32]=[C:31]([C:33]3[NH:1][C:2]4=[N:7][C:6]([N:8]5[CH2:13][CH2:12][CH2:11][C@@H:10]([C:14]([N:16]6[CH2:20][CH2:19][CH2:18][CH2:17]6)=[O:15])[CH2:9]5)=[CH:5][CH:4]=[C:3]4[N:21]=3)[CH:30]=[CH:29][CH:28]=2)[CH2:26][CH2:25]1. The yield is 0.170. (3) The reactants are [NH:1]1[C:5]([C:6]2[CH:7]=[C:8]([NH:12][C:13]([C:15]3([CH3:28])[CH2:20][CH2:19][N:18]([C:21](OC(C)(C)C)=O)[CH2:17][CH2:16]3)=[O:14])[CH:9]=[CH:10][CH:11]=2)=[N:4][N:3]=[N:2]1.C(OC(N1CCC(C)(C(O)=O)CC1)=O)(C)(C)C.[N:46]1[CH:51]=[CH:50][CH:49]=[CH:48][CH:47]=1.C(Cl)(=O)C(Cl)=O.[NH:58]1[C:62](C2C=C(N)C=CC=2)=[N:61]N=N1. The catalyst is ClC(Cl)C.CN(C=O)C. The product is [NH:1]1[C:5]([C:6]2[CH:7]=[C:8]([NH:12][C:13]([C:15]3([CH3:28])[CH2:20][CH2:19][N:18]([C:21]4[C:50]5[C:48]([CH3:49])=[CH:47][NH:46][C:51]=5[N:58]=[CH:62][N:61]=4)[CH2:17][CH2:16]3)=[O:14])[CH:9]=[CH:10][CH:11]=2)=[N:4][N:3]=[N:2]1. The yield is 0.700.